Dataset: Reaction yield outcomes from USPTO patents with 853,638 reactions. Task: Predict the reaction yield, written as a fraction of the theoretical maximum amount of product (1.0 means a 100% yield; for example, 0.34 means a 34% yield). (1) The catalyst is CCOC(C)=O.O.[Cu]I. The product is [CH3:30][O:29][C:26]1[CH:25]=[CH:24][C:23]([N:17]2[C:5]3[C:6](=[O:16])[N:7]([C:9]4[CH:10]=[CH:11][C:12]([N:44]5[CH2:45][CH2:46][NH:41][CH2:42][C:43]5=[O:47])=[CH:13][CH:14]=4)[CH2:8][CH2:3][C:4]=3[C:19]([C:20]([NH2:22])=[O:21])=[N:18]2)=[CH:28][CH:27]=1. The yield is 0.330. The reactants are C([CH:3]1[CH2:8][N:7]([C:9]2[CH:14]=[CH:13][C:12](I)=[CH:11][CH:10]=2)[C:6](=[O:16])[C:5]2[N:17]([C:23]3[CH:28]=[CH:27][C:26]([O:29][CH3:30])=[CH:25][CH:24]=3)[N:18]=[C:19]([C:20]([NH2:22])=[O:21])[C:4]1=2)C.C(OC([N:41]1[CH2:46][CH2:45][NH:44][C:43](=[O:47])[CH2:42]1)=O)C1C=CC=CC=1.C([O-])([O-])=O.[K+].[K+].CS(C)=O. (2) The reactants are [OH-].[Li+].[CH3:3][O:4][C:5]1[CH:6]=[C:7]([C:11]2[O:12][C:13]3[CH:19]=[CH:18][C:17]([C:20]([O:22]C)=[O:21])=[CH:16][C:14]=3[CH:15]=2)[CH:8]=[CH:9][CH:10]=1.Cl. The catalyst is O.O1CCCC1. The product is [CH3:3][O:4][C:5]1[CH:6]=[C:7]([C:11]2[O:12][C:13]3[CH:19]=[CH:18][C:17]([C:20]([OH:22])=[O:21])=[CH:16][C:14]=3[CH:15]=2)[CH:8]=[CH:9][CH:10]=1. The yield is 0.950.